From a dataset of Reaction yield outcomes from USPTO patents with 853,638 reactions. Predict the reaction yield, written as a fraction of the theoretical maximum amount of product (1.0 means a 100% yield; for example, 0.34 means a 34% yield). (1) The reactants are [F:1][C:2]1[CH:7]=[CH:6][C:5]([C:8]2[C:16]3[C:11](=[CH:12][CH:13]=[C:14]([NH2:17])[CH:15]=3)[N:10](COCCOC)[N:9]=2)=[CH:4][CH:3]=1.[C:24](Cl)(=[O:31])[C:25]1[CH:30]=[CH:29][CH:28]=[CH:27][CH:26]=1.O.N1C=CC=C[CH:35]=1. No catalyst specified. The product is [F:1][C:2]1[CH:3]=[CH:4][C:5]([C:8]2[C:16]3[C:11](=[CH:12][CH:13]=[C:14]([NH:17][C:24]([C:25]4[CH:30]=[CH:29][CH:28]=[CH:27][C:26]=4[CH3:35])=[O:31])[CH:15]=3)[NH:10][N:9]=2)=[CH:6][CH:7]=1. The yield is 0.190. (2) The reactants are [CH:1]1([OH:8])[CH2:6][CH2:5][CH:4]([OH:7])[CH2:3][CH2:2]1.N1C=CN=C1.CCN(CC)CC.[Si:21](Cl)([C:24]([CH3:27])([CH3:26])[CH3:25])([CH3:23])[CH3:22]. The catalyst is C(Cl)Cl.O. The product is [Si:21]([O:7][CH:4]1[CH2:5][CH2:6][CH:1]([OH:8])[CH2:2][CH2:3]1)([C:24]([CH3:27])([CH3:26])[CH3:25])([CH3:23])[CH3:22]. The yield is 0.420. (3) The reactants are [O:1]1[CH2:6][CH2:5][N:4]([C:7]2[CH:12]=[C:11]([C:13]3[CH:18]=[CH:17][CH:16]=[CH:15][C:14]=3[C:19]([F:22])([F:21])[F:20])[N:10]=[N:9][C:8]=2[NH2:23])[CH2:3][CH2:2]1.[CH2:24]([O:26][C:27](=[O:33])[CH:28](Cl)[C:29]([CH3:31])=O)[CH3:25]. The catalyst is CCO. The product is [CH3:31][C:29]1[N:23]=[C:8]2[C:7]([N:4]3[CH2:5][CH2:6][O:1][CH2:2][CH2:3]3)=[CH:12][C:11]([C:13]3[CH:18]=[CH:17][CH:16]=[CH:15][C:14]=3[C:19]([F:20])([F:21])[F:22])=[N:10][N:9]2[C:28]=1[C:27]([O:26][CH2:24][CH3:25])=[O:33]. The yield is 0.330. (4) The reactants are C([O:3][C:4]([C:6]12[CH2:23][CH:22]1[CH:21]=[CH:20][CH2:19][CH2:18][CH2:17][CH2:16][NH:15][C:14](=[O:24])[CH:13]1[CH:9]([CH2:10][CH:11]([O:25][C:26]3[C:35]4[C:30](=[CH:31][C:32]([O:36][CH3:37])=[CH:33][CH:34]=4)[N:29]=[C:28]([C:38]4[CH:43]=[CH:42][CH:41]=[CH:40][CH:39]=4)[CH:27]=3)[CH2:12]1)[C:8](=[O:44])[NH:7]2)=[O:5])C.CO.Cl. The catalyst is O1CCCC1.O. The product is [CH3:37][O:36][C:32]1[CH:31]=[C:30]2[C:35]([C:26]([O:25][CH:11]3[CH2:10][CH:9]4[CH:13]([C:14](=[O:24])[NH:15][CH2:16][CH2:17][CH2:18][CH2:19][CH:20]=[CH:21][CH:22]5[C:6]([C:4]([OH:5])=[O:3])([NH:7][C:8]4=[O:44])[CH2:23]5)[CH2:12]3)=[CH:27][C:28]([C:38]3[CH:43]=[CH:42][CH:41]=[CH:40][CH:39]=3)=[N:29]2)=[CH:34][CH:33]=1. The yield is 0.720.